Dataset: Reaction yield outcomes from USPTO patents with 853,638 reactions. Task: Predict the reaction yield, written as a fraction of the theoretical maximum amount of product (1.0 means a 100% yield; for example, 0.34 means a 34% yield). (1) The reactants are [CH:1]([C:4]1[O:5][CH:6]=[C:7]([CH2:9]P(=O)(OCC)OCC)[N:8]=1)([CH3:3])[CH3:2].[H-].[Na+].[CH3:20][O:21][CH2:22][O:23][C:24]1[C:28]([CH:29]=O)=[CH:27][N:26]([C:31]2[CH:36]=[CH:35][CH:34]=[CH:33][CH:32]=2)[N:25]=1.O. The catalyst is O1CCCC1. The yield is 0.0120. The product is [CH:1]([C:4]1[O:5][CH:6]=[C:7](/[CH:9]=[CH:29]\[C:28]2[C:24]([O:23][CH2:22][O:21][CH3:20])=[N:25][N:26]([C:31]3[CH:36]=[CH:35][CH:34]=[CH:33][CH:32]=3)[CH:27]=2)[N:8]=1)([CH3:2])[CH3:3]. (2) The reactants are C(N(CC)CC)C.[CH3:8][O:9][C:10]1[CH:18]=[CH:17][C:13]([C:14](Cl)=[O:15])=[CH:12][CH:11]=1.[CH2:19]([O:26][C:27]1[C:28]([CH3:36])=[C:29]([CH3:35])[C:30]([NH2:34])=[N:31][C:32]=1[CH3:33])[C:20]1[CH:25]=[CH:24][CH:23]=[CH:22][CH:21]=1. The catalyst is C(Cl)Cl. The product is [CH2:19]([O:26][C:27]1[C:28]([CH3:36])=[C:29]([CH3:35])[C:30]([NH:34][C:14](=[O:15])[C:13]2[CH:17]=[CH:18][C:10]([O:9][CH3:8])=[CH:11][CH:12]=2)=[N:31][C:32]=1[CH3:33])[C:20]1[CH:21]=[CH:22][CH:23]=[CH:24][CH:25]=1. The yield is 0.710. (3) The reactants are [Br:1][C:2]1[CH:3]=[C:4]([CH:8]([OH:10])[CH3:9])[CH:5]=[CH:6][CH:7]=1.ClCCl.N1C=CN=C1.[C:19]([Si:23](Cl)([CH3:25])[CH3:24])([CH3:22])([CH3:21])[CH3:20]. No catalyst specified. The product is [Br:1][C:2]1[CH:3]=[C:4]([CH:8]([O:10][Si:23]([C:19]([CH3:22])([CH3:21])[CH3:20])([CH3:25])[CH3:24])[CH3:9])[CH:5]=[CH:6][CH:7]=1. The yield is 0.640. (4) The yield is 0.330. The reactants are [CH3:1][C:2]1[N:12]=[CH:11][CH:10]=[CH:9][C:3]=1[C:4]([O:6][CH2:7][CH3:8])=[O:5].[CH:13]1(C(O)=O)[CH2:18][CH2:17][CH2:16][CH2:15][CH2:14]1.S(OOS([O-])(=O)=O)([O-])(=O)=O.[NH4+].[NH4+].[NH4+].[OH-]. The catalyst is OS(O)(=O)=O.O.[N+]([O-])([O-])=O.[Ag+]. The product is [CH2:7]([O:6][C:4](=[O:5])[C:3]1[CH:9]=[CH:10][C:11]([CH:13]2[CH2:18][CH2:17][CH2:16][CH2:15][CH2:14]2)=[N:12][C:2]=1[CH3:1])[CH3:8].